This data is from NCI-60 drug combinations with 297,098 pairs across 59 cell lines. The task is: Regression. Given two drug SMILES strings and cell line genomic features, predict the synergy score measuring deviation from expected non-interaction effect. (1) Drug 1: CS(=O)(=O)CCNCC1=CC=C(O1)C2=CC3=C(C=C2)N=CN=C3NC4=CC(=C(C=C4)OCC5=CC(=CC=C5)F)Cl. Drug 2: C1CNP(=O)(OC1)N(CCCl)CCCl. Cell line: MDA-MB-435. Synergy scores: CSS=0.00300, Synergy_ZIP=0.952, Synergy_Bliss=7.09, Synergy_Loewe=3.86, Synergy_HSA=3.54. (2) Drug 1: COC1=NC(=NC2=C1N=CN2C3C(C(C(O3)CO)O)O)N. Drug 2: C1CN1C2=NC(=NC(=N2)N3CC3)N4CC4. Cell line: NCI-H322M. Synergy scores: CSS=9.42, Synergy_ZIP=2.30, Synergy_Bliss=8.65, Synergy_Loewe=6.86, Synergy_HSA=7.22.